From a dataset of Full USPTO retrosynthesis dataset with 1.9M reactions from patents (1976-2016). Predict the reactants needed to synthesize the given product. (1) Given the product [O:1]1[C:9]2[CH:8]=[CH:7][N:6]=[C:5]([CH2:10][CH2:11][C:12]([NH2:14])=[O:13])[C:4]=2[CH2:3][CH2:2]1, predict the reactants needed to synthesize it. The reactants are: [O:1]1[C:9]2[CH:8]=[CH:7][N:6]=[C:5](/[CH:10]=[CH:11]/[C:12]([NH2:14])=[O:13])[C:4]=2[CH:3]=[CH:2]1. (2) The reactants are: [NH2:1][C@H:2]([C:8]([OH:10])=[O:9])[CH2:3][CH2:4][CH2:5][CH2:6][NH2:7].OO.[Ce:13].[N+]([O-])(O)=O. Given the product [NH2:1][C@H:2]([C:8]([OH:10])=[O:9])[CH2:3][CH2:4][CH2:5][CH2:6][NH2:7].[Ce:13], predict the reactants needed to synthesize it. (3) Given the product [Cl:1][C:2]1[CH:7]=[CH:6][C:5]([CH2:8][CH2:9][O:10][CH3:11])=[CH:4][C:3]=1[CH:12]=[O:13], predict the reactants needed to synthesize it. The reactants are: [Cl:1][C:2]1[CH:7]=[CH:6][C:5]([CH2:8][CH2:9][O:10][CH3:11])=[CH:4][C:3]=1[CH2:12][OH:13].CC(OI1(OC(C)=O)(OC(C)=O)OC(=O)C2C=CC=CC1=2)=O. (4) Given the product [C:8]([C:5]1[CH:6]=[CH:7][C:2]([O:1][CH2:13][C:14]([O:16][CH2:17][CH3:18])=[O:15])=[C:3]([CH3:11])[CH:4]=1)(=[O:10])[CH3:9], predict the reactants needed to synthesize it. The reactants are: [OH:1][C:2]1[CH:7]=[CH:6][C:5]([C:8](=[O:10])[CH3:9])=[CH:4][C:3]=1[CH3:11].Br[CH2:13][C:14]([O:16][CH2:17][CH3:18])=[O:15].C(=O)([O-])[O-].[Cs+].[Cs+]. (5) Given the product [N+:18]([C:14]1[CH:13]=[CH:12][C:11]([O:9][C:3]2[CH:8]=[CH:7][CH:6]=[CH:5][CH:4]=2)=[CH:16][C:15]=1[CH3:17])([O-:20])=[O:19], predict the reactants needed to synthesize it. The reactants are: [OH-].[K+].[C:3]1([OH:9])[CH:8]=[CH:7][CH:6]=[CH:5][CH:4]=1.F[C:11]1[CH:12]=[CH:13][C:14]([N+:18]([O-:20])=[O:19])=[C:15]([CH3:17])[CH:16]=1. (6) Given the product [CH3:1][O:2][P:3]([CH2:7][CH:8]([OH:29])[CH:9]([N:14]([CH2:22][C:23]1[CH:24]=[CH:25][CH:26]=[CH:27][CH:28]=1)[CH2:15][C:16]1[CH:21]=[CH:20][CH:19]=[CH:18][CH:17]=1)[CH2:10][CH:11]([CH3:13])[CH3:12])(=[O:6])[O:4][CH3:5], predict the reactants needed to synthesize it. The reactants are: [CH3:1][O:2][P:3]([CH2:7][C:8](=[O:29])[CH:9]([N:14]([CH2:22][C:23]1[CH:28]=[CH:27][CH:26]=[CH:25][CH:24]=1)[CH2:15][C:16]1[CH:21]=[CH:20][CH:19]=[CH:18][CH:17]=1)[CH2:10][CH:11]([CH3:13])[CH3:12])(=[O:6])[O:4][CH3:5].C1COCC1.[BH4-].[Na+].Cl. (7) Given the product [C:13]([O:17][C:18]([NH:20][CH2:21][C:22]1[CH:23]=[CH:24][C:25]([C:26](=[O:28])[CH2:35][C:34]([O:33][CH2:31][CH3:32])=[O:39])=[CH:29][CH:30]=1)=[O:19])([CH3:14])([CH3:15])[CH3:16], predict the reactants needed to synthesize it. The reactants are: C(N1C=CN=C1)(N1C=CN=C1)=O.[C:13]([O:17][C:18]([NH:20][CH2:21][C:22]1[CH:30]=[CH:29][C:25]([C:26]([OH:28])=O)=[CH:24][CH:23]=1)=[O:19])([CH3:16])([CH3:15])[CH3:14].[CH2:31]([O:33][C:34](=[O:39])[CH2:35]C(O)=O)[CH3:32]. (8) Given the product [NH:8]1[CH2:14][CH2:13][CH2:12][CH:11]([NH:15][C:16]([C@@H:17]([NH:22][C:23]([C:25]2[N:26]([CH3:34])[C:27]3[C:32]([CH:33]=2)=[CH:31][CH:30]=[CH:29][CH:28]=3)=[O:24])[CH2:18][CH:19]([CH3:21])[CH3:20])=[O:35])[CH2:10][CH2:9]1, predict the reactants needed to synthesize it. The reactants are: C(OC([N:8]1[CH2:14][CH2:13][CH2:12][CH:11]([NH:15][C:16](=[O:35])[C@@H:17]([NH:22][C:23]([C:25]2[N:26]([CH3:34])[C:27]3[C:32]([CH:33]=2)=[CH:31][CH:30]=[CH:29][CH:28]=3)=[O:24])[CH2:18][CH:19]([CH3:21])[CH3:20])[CH2:10][CH2:9]1)=O)(C)(C)C.FC(F)(F)C(O)=O. (9) Given the product [Cl:1][C:2]1[CH:28]=[CH:27][C:5]([O:6][C@@H:7]([C:21]2[CH:26]=[CH:25][CH:24]=[CH:23][N:22]=2)[C@H:8]2[O:13][CH2:12][CH2:11][NH:10][CH2:9]2)=[C:4]([O:29][CH3:30])[CH:3]=1.[C:37]([OH:44])(=[O:43])/[CH:38]=[CH:39]/[C:40]([OH:42])=[O:41].[Cl:1][C:2]1[CH:28]=[CH:27][C:5]([O:6][C@@H:7]([C:21]2[CH:26]=[CH:25][CH:24]=[CH:23][N:22]=2)[C@H:8]2[O:13][CH2:12][CH2:11][NH:10][CH2:9]2)=[C:4]([O:29][CH3:30])[CH:3]=1, predict the reactants needed to synthesize it. The reactants are: [Cl:1][C:2]1[CH:28]=[CH:27][C:5]([O:6][C@@H:7]([C:21]2[CH:26]=[CH:25][CH:24]=[CH:23][N:22]=2)[C@H:8]2[O:13][CH2:12][CH2:11][N:10](C(OC(C)(C)C)=O)[CH2:9]2)=[C:4]([O:29][CH3:30])[CH:3]=1.Cl.C(OCC)C.[C:37]([OH:44])(=[O:43])/[CH:38]=[CH:39]/[C:40]([OH:42])=[O:41].CC(O)C.